Dataset: Full USPTO retrosynthesis dataset with 1.9M reactions from patents (1976-2016). Task: Predict the reactants needed to synthesize the given product. (1) Given the product [Br:1][C:2]1[CH:3]=[CH:4][C:5]([O:10][CH2:11][CH:12]([CH3:14])[CH3:13])=[C:6]([CH:9]=1)[C:7]#[N:8], predict the reactants needed to synthesize it. The reactants are: [Br:1][C:2]1[CH:3]=[CH:4][C:5]([OH:10])=[C:6]([CH:9]=1)[C:7]#[N:8].[CH2:11](Br)[CH:12]([CH3:14])[CH3:13].C(=O)([O-])[O-].[K+].[K+]. (2) Given the product [C:46]([O:45][C:43]([NH:5][C@@H:4]([CH2:32][C@@H:30]1[CH2:31][C@H:27]([OH:26])[C@@H:28]([F:34])[CH2:29]1)[C:9]([O:10][CH3:11])=[O:53])=[O:44])([CH3:47])([CH3:48])[CH3:49], predict the reactants needed to synthesize it. The reactants are: C([C@@H:4]1[C:9]([O:10][CH3:11])=[N:5][CH2:4][C:9]([O:10][CH3:11])=[N:5]1)(C)C.[Li]CCCC.C([Si]([O:26][C@@H:27]1[CH2:31][C@H:30]([CH2:32]I)[CH2:29][C@H:28]1[F:34])(C)C)(C)(C)C.[C:43](O[C:43]([O:45][C:46]([CH3:49])([CH3:48])[CH3:47])=[O:44])([O:45][C:46]([CH3:49])([CH3:48])[CH3:47])=[O:44].C1C[O:53]CC1. (3) Given the product [C:33]([O:32][C:31]1[N:11]2[CH:12]=[C:13]([C:25]3[CH:26]=[CH:27][CH:28]=[CH:29][CH:30]=3)[N:14]=[C:15]([S:16][C:17]3[CH:22]=[CH:21][C:20]([O:23][CH3:24])=[CH:19][CH:18]=3)[C:10]2=[N:9][C:8]=1[CH2:1][C:2]1[CH:3]=[CH:4][CH:5]=[CH:6][CH:7]=1)(=[O:35])[CH3:34], predict the reactants needed to synthesize it. The reactants are: [CH2:1]([C:8]1[C:31](=[O:32])[N:11]2[CH:12]=[C:13]([C:25]3[CH:30]=[CH:29][CH:28]=[CH:27][CH:26]=3)[NH:14][C:15]([S:16][C:17]3[CH:22]=[CH:21][C:20]([O:23][CH3:24])=[CH:19][CH:18]=3)=[C:10]2[N:9]=1)[C:2]1[CH:7]=[CH:6][CH:5]=[CH:4][CH:3]=1.[C:33](Cl)(=[O:35])[CH3:34]. (4) Given the product [CH3:17][CH:16]([CH3:18])[CH2:15][N:14]1[C:13]2[C:12]3[CH:11]=[CH:10][CH:9]=[CH:8][C:7]=3[N:6]=[CH:5][C:4]=2[N:1]=[C:25]1[CH2:26][OH:27], predict the reactants needed to synthesize it. The reactants are: [N+:1]([C:4]1[CH:5]=[N:6][C:7]2[C:12]([C:13]=1[NH:14][CH2:15][CH:16]([CH3:18])[CH3:17])=[CH:11][CH:10]=[CH:9][CH:8]=2)([O-])=O.S([O-])([O-])(=O)=O.[Mg+2].[C:25](O)(=O)[CH2:26][OH:27].Cl. (5) Given the product [NH2:1][C:4]1[CH:5]=[C:6]([CH:14]=[CH:15][CH:16]=1)[C:7]([O:9][C:10]([CH3:12])([CH3:13])[CH3:11])=[O:8], predict the reactants needed to synthesize it. The reactants are: [N+:1]([C:4]1[CH:5]=[C:6]([CH:14]=[CH:15][CH:16]=1)[C:7]([O:9][C:10]([CH3:13])([CH3:12])[CH3:11])=[O:8])([O-])=O.